From a dataset of Forward reaction prediction with 1.9M reactions from USPTO patents (1976-2016). Predict the product of the given reaction. (1) Given the reactants [Cl:1][C:2]1[N:10]=[C:9]2[C:5]([N:6]=[CH:7][N:8]2[CH2:11][CH2:12][CH3:13])=[C:4](Cl)[N:3]=1.Cl.[CH3:16][C:17]1[S:21][C:20]([CH2:22][NH2:23])=[CH:19][CH:18]=1.C(N(CC)CC)C.O, predict the reaction product. The product is: [Cl:1][C:2]1[N:10]=[C:9]2[C:5]([N:6]=[CH:7][N:8]2[CH2:11][CH2:12][CH3:13])=[C:4]([NH:23][CH2:22][C:20]2[S:21][C:17]([CH3:16])=[CH:18][CH:19]=2)[N:3]=1. (2) Given the reactants [Mg].Br[C:3]1[CH:8]=[CH:7][C:6]([Br:9])=[CH:5][CH:4]=1.[CH2:10]([O:12][Si:13](OCC)([O:17][CH2:18][CH3:19])[O:14][CH2:15][CH3:16])[CH3:11], predict the reaction product. The product is: [Br:9][C:6]1[CH:7]=[CH:8][C:3]([Si:13]([O:17][CH2:18][CH3:19])([O:14][CH2:15][CH3:16])[O:12][CH2:10][CH3:11])=[CH:4][CH:5]=1. (3) Given the reactants [C:1]([C:5]1[CH:9]=[C:8]([NH:10][C:11]([NH:13][C:14]2[CH:30]=[CH:29][C:17]([O:18][C:19]3[CH:24]=[CH:23][N:22]=[C:21]([C:25]([NH:27][CH3:28])=[O:26])[CH:20]=3)=[CH:16][C:15]=2[F:31])=[O:12])[N:7]([C:32]2[CH:37]=[CH:36][CH:35]=[C:34]([CH2:38][OH:39])[CH:33]=2)[N:6]=1)([CH3:4])([CH3:3])[CH3:2].[S:40](=[O:44])(=[O:43])([OH:42])[OH:41], predict the reaction product. The product is: [S:40]([OH:44])([OH:43])(=[O:42])=[O:41].[C:1]([C:5]1[CH:9]=[C:8]([NH:10][C:11]([NH:13][C:14]2[CH:30]=[CH:29][C:17]([O:18][C:19]3[CH:24]=[CH:23][N:22]=[C:21]([C:25]([NH:27][CH3:28])=[O:26])[CH:20]=3)=[CH:16][C:15]=2[F:31])=[O:12])[N:7]([C:32]2[CH:37]=[CH:36][CH:35]=[C:34]([CH2:38][OH:39])[CH:33]=2)[N:6]=1)([CH3:4])([CH3:2])[CH3:3].